This data is from Full USPTO retrosynthesis dataset with 1.9M reactions from patents (1976-2016). The task is: Predict the reactants needed to synthesize the given product. (1) Given the product [Cl:14][C:15]1[CH:16]=[C:17]([NH:23][C:1]([C:4]2[C:5]3[CH2:6][C:7](=[O:13])[NH:8][C:9]=3[CH:10]=[CH:11][CH:12]=2)=[O:3])[CH:18]=[CH:19][C:20]=1[O:21][CH3:22], predict the reactants needed to synthesize it. The reactants are: [C:1]([C:4]1[CH:12]=[CH:11][CH:10]=[C:9]2[C:5]=1[CH2:6][C:7](=[O:13])[NH:8]2)([OH:3])=O.[Cl:14][C:15]1[CH:16]=[C:17]([NH2:23])[CH:18]=[CH:19][C:20]=1[O:21][CH3:22].F[P-](F)(F)(F)(F)F.N1(O[P+](N(C)C)(N(C)C)N(C)C)C2C=CC=CC=2N=N1. (2) Given the product [CH2:24]([O:26][C:27]([C:29]1([C:32]2[CH:37]=[CH:36][C:35]([C:2]3[CH:7]=[CH:6][C:5]([C:8]4[O:12][N:11]=[C:10]([CH3:13])[C:9]=4[CH2:14][NH:15][CH2:16][CH2:17][C:18]4[CH:23]=[CH:22][CH:21]=[CH:20][CH:19]=4)=[CH:4][CH:3]=3)=[CH:34][CH:33]=2)[CH2:30][CH2:31]1)=[O:28])[CH3:25], predict the reactants needed to synthesize it. The reactants are: Br[C:2]1[CH:7]=[CH:6][C:5]([C:8]2[O:12][N:11]=[C:10]([CH3:13])[C:9]=2[CH2:14][NH:15][CH2:16][CH2:17][C:18]2[CH:23]=[CH:22][CH:21]=[CH:20][CH:19]=2)=[CH:4][CH:3]=1.[CH2:24]([O:26][C:27]([C:29]1([C:32]2[CH:37]=[CH:36][C:35](B3OC(C)(C)C(C)(C)O3)=[CH:34][CH:33]=2)[CH2:31][CH2:30]1)=[O:28])[CH3:25]. (3) The reactants are: [CH:1]([Mg]Cl)([CH3:3])[CH3:2].[N:6]1[CH:11]=[CH:10][CH:9]=[CH:8][C:7]=1[CH:12]=[O:13]. Given the product [CH3:2][CH:1]([CH3:3])[CH:12]([C:7]1[CH:8]=[CH:9][CH:10]=[CH:11][N:6]=1)[OH:13], predict the reactants needed to synthesize it. (4) Given the product [S:35]([OH:39])([OH:38])(=[O:37])=[O:36].[Cl:1][C:2]1[CH:7]=[C:6]([O:8][C:9]2[C:18]3[C:13](=[CH:14][C:15]([O:21][CH3:22])=[C:16]([O:19][CH3:20])[CH:17]=3)[N:12]=[CH:11][CH:10]=2)[CH:5]=[CH:4][C:3]=1[NH:23][C:24]([NH:26][C:27]1[CH:31]=[C:30]([CH3:32])[O:29][N:28]=1)=[O:25], predict the reactants needed to synthesize it. The reactants are: [Cl:1][C:2]1[CH:7]=[C:6]([O:8][C:9]2[C:18]3[C:13](=[CH:14][C:15]([O:21][CH3:22])=[C:16]([O:19][CH3:20])[CH:17]=3)[N:12]=[CH:11][CH:10]=2)[CH:5]=[CH:4][C:3]=1[NH:23][C:24]([NH:26][C:27]1[CH:31]=[C:30]([CH3:32])[O:29][N:28]=1)=[O:25].CO.[S:35](=[O:39])(=[O:38])([OH:37])[OH:36]. (5) Given the product [Cl:2][C:3]1[CH:11]=[C:10]2[C:6]([C:7]([CH2:18][CH:19]([CH3:21])[CH3:20])=[CH:8][N:9]2[C:12]2[S:13][CH:14]=[C:15]([NH:17][C:36](=[O:37])[CH2:35][C:29]3[CH:34]=[CH:33][CH:32]=[CH:31][CH:30]=3)[N:16]=2)=[CH:5][CH:4]=1, predict the reactants needed to synthesize it. The reactants are: Cl.[Cl:2][C:3]1[CH:11]=[C:10]2[C:6]([C:7]([CH2:18][CH:19]([CH3:21])[CH3:20])=[CH:8][N:9]2[C:12]2[S:13][CH:14]=[C:15]([NH2:17])[N:16]=2)=[CH:5][CH:4]=1.CCN(CC)CC.[C:29]1([CH2:35][C:36](Cl)=[O:37])[CH:34]=[CH:33][CH:32]=[CH:31][CH:30]=1. (6) Given the product [CH3:7][O:8][CH2:9][CH2:10][C:11]1[N:15]([CH3:1])[C:14]([C:16]([O:18][CH2:19][CH3:20])=[O:17])=[C:13]([C:21]2[CH:26]=[CH:25][CH:24]=[CH:23][CH:22]=2)[C:12]=1[C:27]([O:29][CH2:30][CH3:31])=[O:28], predict the reactants needed to synthesize it. The reactants are: [CH3:1]C(C)([O-])C.[K+].[CH3:7][O:8][CH2:9][CH2:10][C:11]1[NH:15][C:14]([C:16]([O:18][CH2:19][CH3:20])=[O:17])=[C:13]([C:21]2[CH:26]=[CH:25][CH:24]=[CH:23][CH:22]=2)[C:12]=1[C:27]([O:29][CH2:30][CH3:31])=[O:28].CI.[Cl-].[NH4+]. (7) The reactants are: [CH3:1][C:2]1[S:11][C:10]2[NH:9][C:8]3[CH:12]=[CH:13][CH:14]=[CH:15][C:7]=3[NH:6][C:5](=O)[C:4]=2[CH:3]=1.P12(SP3(SP(SP(S3)(S1)=S)(=S)S2)=S)=[S:18].C(O)C.O. Given the product [CH3:1][C:2]1[S:11][C:10]2[NH:9][C:8]3[CH:12]=[CH:13][CH:14]=[CH:15][C:7]=3[NH:6][C:5](=[S:18])[C:4]=2[CH:3]=1, predict the reactants needed to synthesize it.